From a dataset of Catalyst prediction with 721,799 reactions and 888 catalyst types from USPTO. Predict which catalyst facilitates the given reaction. (1) Reactant: [NH:1]1[C:5]2=[CH:6][N:7]=[CH:8][CH:9]=[C:4]2[C:3]2([CH2:11][CH2:10]2)[C:2]1=[O:12].CC(C)([O-])C.[Na+].[Cl:19][C:20]1[CH:36]=[C:35]([F:37])[C:23]2[N:24]([CH2:29][CH2:30][S:31]([CH3:34])(=[O:33])=[O:32])[C:25]([CH2:27]Cl)=[N:26][C:22]=2[CH:21]=1. Product: [Cl:19][C:20]1[CH:36]=[C:35]([F:37])[C:23]2[N:24]([CH2:29][CH2:30][S:31]([CH3:34])(=[O:32])=[O:33])[C:25]([CH2:27][N:1]3[C:5]4=[CH:6][N:7]=[CH:8][CH:9]=[C:4]4[C:3]4([CH2:10][CH2:11]4)[C:2]3=[O:12])=[N:26][C:22]=2[CH:21]=1. The catalyst class is: 9. (2) Reactant: [NH2:1][C:2]1[CH:7]=[CH:6][CH:5]=[CH:4][CH:3]=1.[S:8]1[CH:12]=[CH:11][CH:10]=[C:9]1[CH:13]=O.C(O)(=O)C.C(O[BH-](OC(=O)C)OC(=O)C)(=O)C.[Na+]. Product: [S:8]1[CH:12]=[CH:11][CH:10]=[C:9]1[CH2:13][NH:1][C:2]1[CH:7]=[CH:6][CH:5]=[CH:4][CH:3]=1. The catalyst class is: 68. (3) Reactant: [N+:1]([C:4]1[CH:5]=[N:6][N:7]([CH2:9][C:10]2[CH:15]=[CH:14][N:13]=[CH:12][CH:11]=2)[CH:8]=1)([O-])=O. Product: [N:13]1[CH:14]=[CH:15][C:10]([CH2:9][N:7]2[CH:8]=[C:4]([NH2:1])[CH:5]=[N:6]2)=[CH:11][CH:12]=1. The catalyst class is: 19. (4) The catalyst class is: 10. Reactant: [Br:1][C:2]1[CH:8]=[C:7]([CH3:9])[C:5]([NH2:6])=[C:4]([CH3:10])[CH:3]=1.Cl[C:12]([O:14][CH2:15][CH2:16][CH3:17])=[O:13].O1CCCC1.C(=O)([O-])[O-].[K+].[K+]. Product: [CH2:15]([O:14][C:12](=[O:13])[NH:6][C:5]1[C:7]([CH3:9])=[CH:8][C:2]([Br:1])=[CH:3][C:4]=1[CH3:10])[CH2:16][CH3:17]. (5) Reactant: Br[CH2:2][C:3]1[C:4]([Cl:17])=[C:5]([CH:10]=[CH:11][C:12]=1[S:13]([CH3:16])(=[O:15])=[O:14])[C:6]([O:8][CH3:9])=[O:7].C[N+]1([O-])CC[O:22]CC1. Product: [Cl:17][C:4]1[C:3]([CH:2]=[O:22])=[C:12]([S:13]([CH3:16])(=[O:15])=[O:14])[CH:11]=[CH:10][C:5]=1[C:6]([O:8][CH3:9])=[O:7]. The catalyst class is: 10.